Dataset: Catalyst prediction with 721,799 reactions and 888 catalyst types from USPTO. Task: Predict which catalyst facilitates the given reaction. (1) Reactant: C([N+]([O-])=O)(C)(C)C.[N+:8]1([O-:22])[C:13]2[CH:14]=[C:15]3[CH2:20][CH2:19][O:18][C:16]3=[CH:17][C:12]=2[N:11]=[C:10](N)[N:9]=1.C(I)[I:24]. Product: [I:24][C:10]1[N:9]=[N+:8]([O-:22])[C:13]2[CH:14]=[C:15]3[CH2:20][CH2:19][O:18][C:16]3=[CH:17][C:12]=2[N:11]=1. The catalyst class is: 356. (2) Reactant: [F:1][C:2]1[CH:7]=[CH:6][CH:5]=[C:4]([I:8])[C:3]=1[O:9]C.B(Br)(Br)Br.C(=O)(O)[O-].[Na+]. Product: [F:1][C:2]1[CH:7]=[CH:6][CH:5]=[C:4]([I:8])[C:3]=1[OH:9]. The catalyst class is: 4. (3) Reactant: [NH2:1][C:2]([C:4]1[CH:13]=[C:12]([C:14]2[CH:19]=[CH:18][C:17]([F:20])=[CH:16][CH:15]=2)[C:11]2[C:6](=[CH:7][C:8]([C:21]([OH:23])=O)=[CH:9][CH:10]=2)[N:5]=1)=[O:3].[NH:24]1[CH2:28][CH2:27][CH2:26][CH2:25]1.F[P-](F)(F)(F)(F)F.N1(O[P+](N(C)C)(N(C)C)N(C)C)C2C=CC=CC=2N=N1.CN(C=O)C. Product: [F:20][C:17]1[CH:16]=[CH:15][C:14]([C:12]2[C:11]3[C:6](=[CH:7][C:8]([C:21]([N:24]4[CH2:28][CH2:27][CH2:26][CH2:25]4)=[O:23])=[CH:9][CH:10]=3)[N:5]=[C:4]([C:2]([NH2:1])=[O:3])[CH:13]=2)=[CH:19][CH:18]=1. The catalyst class is: 2. (4) Reactant: [C:1]([O:5][C:6]([N:8]1[CH:12]([C:13]([OH:15])=O)[CH:11]2[CH2:16][CH:9]1[CH2:10]2)=[O:7])([CH3:4])([CH3:3])[CH3:2].CN1C=CN=C1.CS(Cl)(=O)=O.[NH2:28][C:29]1[CH:34]=[CH:33][CH:32]=[C:31]([Br:35])[N:30]=1. Product: [Br:35][C:31]1[N:30]=[C:29]([NH:28][C:13]([CH:12]2[CH:11]3[CH2:10][CH:9]([CH2:16]3)[N:8]2[C:6]([O:5][C:1]([CH3:2])([CH3:3])[CH3:4])=[O:7])=[O:15])[CH:34]=[CH:33][CH:32]=1. The catalyst class is: 34. (5) Reactant: [Cl:1][C:2]1[CH:10]=[C:9]2[C:5]([C:6]([C:12]([N:14]3[CH2:19][CH2:18][C:17]4([C:23]5[CH:24]=[CH:25][CH:26]=[CH:27][C:22]=5[CH2:21][O:20]4)[CH2:16][CH2:15]3)=[O:13])=[C:7]([CH3:11])[NH:8]2)=[CH:4][CH:3]=1.[H-].[Na+].[F:30][C:31]([F:45])([F:44])[C:32]1[CH:33]=[C:34]([CH:37]=[C:38]([C:40]([F:43])([F:42])[F:41])[CH:39]=1)[CH2:35]Br. Product: [F:30][C:31]([F:44])([F:45])[C:32]1[CH:33]=[C:34]([CH:37]=[C:38]([C:40]([F:43])([F:41])[F:42])[CH:39]=1)[CH2:35][N:8]1[C:9]2[C:5](=[CH:4][CH:3]=[C:2]([Cl:1])[CH:10]=2)[C:6]([C:12]([N:14]2[CH2:15][CH2:16][C:17]3([C:23]4[CH:24]=[CH:25][CH:26]=[CH:27][C:22]=4[CH2:21][O:20]3)[CH2:18][CH2:19]2)=[O:13])=[C:7]1[CH3:11]. The catalyst class is: 9. (6) Reactant: [CH2:1]([N:5]([CH2:25][CH2:26][CH2:27][CH3:28])[C:6]1[CH:11]=[CH:10][C:9]([CH:12]=[CH:13][CH:14]=[CH:15][C:16]2[S:20][C:19]([CH:21]=O)=[CH:18][CH:17]=2)=[C:8]([O:23][CH3:24])[CH:7]=1)[CH2:2][CH2:3][CH3:4].[C:29]([C:31]1[C:32](=[C:42]([C:45]#[N:46])[C:43]#[N:44])[O:33][C:34]([CH3:41])([C:37]([F:40])([F:39])[F:38])[C:35]=1[CH3:36])#[N:30]. Product: [CH2:25]([N:5]([CH2:1][CH2:2][CH2:3][CH3:4])[C:6]1[CH:11]=[CH:10][C:9]([CH:12]=[CH:13][CH:14]=[CH:15][C:16]2[S:20][C:19]([CH:21]=[CH:36][C:35]3[C:34]([CH3:41])([C:37]([F:40])([F:38])[F:39])[O:33][C:32](=[C:42]([C:43]#[N:44])[C:45]#[N:46])[C:31]=3[C:29]#[N:30])=[CH:18][CH:17]=2)=[C:8]([O:23][CH3:24])[CH:7]=1)[CH2:26][CH2:27][CH3:28]. The catalyst class is: 8. (7) Reactant: [C:1]([C:3]1[CH:32]=[CH:31][C:30](F)=[CH:29][C:4]=1[CH2:5][O:6][C:7]1[CH:28]=[CH:27][C:10]([C:11]([NH:13][C:14]2[CH:19]=[C:18]([C:20]3[N:21]([CH3:25])[CH:22]=[CH:23][N:24]=3)[CH:17]=[CH:16][C:15]=2[CH3:26])=[O:12])=[CH:9][CH:8]=1)#[N:2].[CH3:34][N:35]1[CH2:40][CH2:39][NH:38][CH2:37][CH2:36]1.C([O-])([O-])=O.[K+].[K+]. Product: [C:1]([C:3]1[CH:32]=[CH:31][C:30]([N:38]2[CH2:39][CH2:40][N:35]([CH3:34])[CH2:36][CH2:37]2)=[CH:29][C:4]=1[CH2:5][O:6][C:7]1[CH:28]=[CH:27][C:10]([C:11]([NH:13][C:14]2[CH:19]=[C:18]([C:20]3[N:21]([CH3:25])[CH:22]=[CH:23][N:24]=3)[CH:17]=[CH:16][C:15]=2[CH3:26])=[O:12])=[CH:9][CH:8]=1)#[N:2]. The catalyst class is: 3.